Dataset: Rat liver microsome stability data. Task: Regression/Classification. Given a drug SMILES string, predict its absorption, distribution, metabolism, or excretion properties. Task type varies by dataset: regression for continuous measurements (e.g., permeability, clearance, half-life) or binary classification for categorical outcomes (e.g., BBB penetration, CYP inhibition). Dataset: rlm. (1) The compound is O=C(Nc1cccnc1)c1cccs1. The result is 0 (unstable in rat liver microsomes). (2) The molecule is Cc1ccc(NS(=O)(=O)c2cc3c(cc2N[C@H](C)CO)NC(=O)CC3)cc1C. The result is 1 (stable in rat liver microsomes). (3) The compound is Cn1c(-c2ccccn2)c(C2CCCCC2)c2ccc(C(=O)NC3(C(=O)Nc4ccc(C(=O)O)cc4)CCC3)cc21. The result is 1 (stable in rat liver microsomes). (4) The compound is CC1(C)C[C@@H]2C[C@@](C)(CN2S(=O)(=O)c2ccc(C(=O)Nc3ccc(Cl)c(S(=O)(=O)N4CCOCC4)c3)cc2)C1. The result is 1 (stable in rat liver microsomes). (5) The molecule is NCC(=O)Nc1cccc(-c2nn3c(=O)cc(N4CCNCC4)nc3s2)c1. The result is 0 (unstable in rat liver microsomes). (6) The molecule is COc1cc([C@@H](CC(=O)O)c2ccc(C)c(CN3C[C@@H](C)Oc4ccccc4S3(=O)=O)c2)cc2nnn(C)c12. The result is 1 (stable in rat liver microsomes). (7) The drug is Oc1cc(C=Cc2c(F)cccc2Cl)nc2ccccc12. The result is 1 (stable in rat liver microsomes). (8) The drug is C#CCNC(=O)c1nc(-c2ccc(S(C)(=O)=O)cc2)c2ccccn12. The result is 0 (unstable in rat liver microsomes). (9) The compound is CC(C)C(=O)N1CCc2ccc(OCc3nc(C(=O)N4CCCC4)co3)cc2C1c1cccc(F)c1. The result is 1 (stable in rat liver microsomes).